Dataset: Reaction yield outcomes from USPTO patents with 853,638 reactions. Task: Predict the reaction yield, written as a fraction of the theoretical maximum amount of product (1.0 means a 100% yield; for example, 0.34 means a 34% yield). (1) The reactants are C[O:2][C:3]1[CH:8]=[CH:7][C:6]([N:9]2[CH:17]=[C:16]3[C:11]([CH:12]=[CH:13][CH:14]=[CH:15]3)=[N:10]2)=[C:5]([CH3:18])[CH:4]=1.B(Br)(Br)Br. The catalyst is ClCCl.CO.O. The product is [N:10]1[N:9]([C:6]2[CH:7]=[CH:8][C:3]([OH:2])=[CH:4][C:5]=2[CH3:18])[CH:17]=[C:16]2[C:11]=1[CH:12]=[CH:13][CH:14]=[CH:15]2. The yield is 0.740. (2) The reactants are [Br:1][C:2]1[CH:6]=[N:5][N:4]([CH3:7])[C:3]=1[C:8]1[CH:9]=[C:10]([NH2:20])[CH:11]=[CH:12][C:13]=1[O:14][CH2:15][CH2:16][N:17]([CH3:19])[CH3:18].[Cl:21][C:22]1[CH:27]=[CH:26][C:25]([N:28]=[C:29]=[O:30])=[CH:24][CH:23]=1. The catalyst is C(Cl)Cl. The product is [Br:1][C:2]1[CH:6]=[N:5][N:4]([CH3:7])[C:3]=1[C:8]1[CH:9]=[C:10]([NH:20][C:29]([NH:28][C:25]2[CH:26]=[CH:27][C:22]([Cl:21])=[CH:23][CH:24]=2)=[O:30])[CH:11]=[CH:12][C:13]=1[O:14][CH2:15][CH2:16][N:17]([CH3:18])[CH3:19]. The yield is 0.850. (3) The reactants are C([O:3][C:4]([C:6]1[CH:7]=[C:8]2[C:13](=[CH:14][CH:15]=1)[NH:12][CH:11]([C:16]1[CH:21]=[CH:20][CH:19]=[C:18]([Br:22])[CH:17]=1)[C:10]([CH3:24])([CH3:23])[CH2:9]2)=[O:5])C.[OH-].[Na+].Cl. The catalyst is CO.O1CCCC1.O. The product is [Br:22][C:18]1[CH:17]=[C:16]([CH:11]2[C:10]([CH3:23])([CH3:24])[CH2:9][C:8]3[C:13](=[CH:14][CH:15]=[C:6]([C:4]([OH:5])=[O:3])[CH:7]=3)[NH:12]2)[CH:21]=[CH:20][CH:19]=1. The yield is 0.900. (4) The reactants are [CH3:1][O:2][C:3](=[O:23])[C:4]([NH:10][C:11]1[CH:12]=[CH:13][C:14]([O:21][CH3:22])=[C:15]2[C:20]=1[N:19]=[CH:18][CH:17]=[CH:16]2)=[CH:5][C:6]([O:8]C)=O.CCCCCC. The catalyst is C1(OC2C=CC=CC=2)C=CC=CC=1. The product is [CH3:1][O:2][C:3]([C:4]1[NH:10][C:11]2[C:12]([C:6](=[O:8])[CH:5]=1)=[CH:13][C:14]([O:21][CH3:22])=[C:15]1[C:20]=2[N:19]=[CH:18][CH:17]=[CH:16]1)=[O:23]. The yield is 0.880. (5) The reactants are Cl[C:2]1[N:7]=[CH:6][C:5]([N:8]([CH3:22])[C:9](=[O:21])[C:10]([C:13]2[CH:18]=[C:17]([Cl:19])[CH:16]=[C:15]([Cl:20])[CH:14]=2)([CH3:12])[CH3:11])=[C:4]([C:23]2[CH:28]=[CH:27][CH:26]=[CH:25][C:24]=2[Cl:29])[CH:3]=1.[CH2:30]([CH2:32][NH2:33])[OH:31]. The catalyst is C([O-])(O)=O.[Na+]. The product is [Cl:29][C:24]1[CH:25]=[CH:26][CH:27]=[CH:28][C:23]=1[C:4]1[CH:3]=[C:2]([NH:33][CH2:32][CH2:30][OH:31])[N:7]=[CH:6][C:5]=1[N:8]([CH3:22])[C:9](=[O:21])[C:10]([C:13]1[CH:18]=[C:17]([Cl:19])[CH:16]=[C:15]([Cl:20])[CH:14]=1)([CH3:11])[CH3:12]. The yield is 0.540. (6) The catalyst is O1CCCC1. The yield is 0.670. The product is [F:1][C:2]([F:16])([F:17])[C:3]1[CH:4]=[C:5]([CH:13]([C:14]#[N:15])[CH2:29][C:30]([O:32][CH2:33][CH3:34])=[O:31])[CH:6]=[C:7]([C:9]([F:10])([F:11])[F:12])[CH:8]=1. The reactants are [F:1][C:2]([F:17])([F:16])[C:3]1[CH:4]=[C:5]([CH2:13][C:14]#[N:15])[CH:6]=[C:7]([C:9]([F:12])([F:11])[F:10])[CH:8]=1.C[Si](C)(C)N[Si](C)(C)C.[Na].Br[CH2:29][C:30]([O:32][CH2:33][CH3:34])=[O:31]. (7) The reactants are [N+:1]([C:4]1[CH:9]=[CH:8][C:7]([N:10]2[CH2:15][CH2:14][N:13]([C:16]([O:18][C:19]([CH3:22])([CH3:21])[CH3:20])=[O:17])[CH2:12][CH2:11]2)=[CH:6][CH:5]=1)([O-])=O.[H][H]. The catalyst is C(O)C.[Pd]. The product is [NH2:1][C:4]1[CH:9]=[CH:8][C:7]([N:10]2[CH2:15][CH2:14][N:13]([C:16]([O:18][C:19]([CH3:22])([CH3:21])[CH3:20])=[O:17])[CH2:12][CH2:11]2)=[CH:6][CH:5]=1. The yield is 0.980. (8) The reactants are [Br:1][C:2]1[CH:7]=[C:6]([NH:8][CH3:9])[C:5]([NH2:10])=[C:4]([CH3:11])[CH:3]=1.[N:12]([O-])=O.[Na+].[OH-].[Na+]. The catalyst is Cl.O. The product is [Br:1][C:2]1[CH:3]=[C:4]([CH3:11])[C:5]2[N:10]=[N:12][N:8]([CH3:9])[C:6]=2[CH:7]=1. The yield is 0.860. (9) The reactants are [CH3:1][C:2]1[CH:9]=[CH:8][C:5]([CH:6]=O)=[CH:4][N:3]=1.[NH2:10][C:11]1[CH:27]=[CH:26][CH:25]=[CH:24][C:12]=1[C:13]([NH:15][C:16]1[CH:21]=[CH:20][C:19]([S:22][CH3:23])=[CH:18][CH:17]=1)=[O:14]. The catalyst is CCO. The product is [CH3:1][C:2]1[N:3]=[CH:4][C:5]([C:6]2[N:15]([C:16]3[CH:21]=[CH:20][C:19]([S:22][CH3:23])=[CH:18][CH:17]=3)[C:13](=[O:14])[C:12]3[C:11](=[CH:27][CH:26]=[CH:25][CH:24]=3)[N:10]=2)=[CH:8][CH:9]=1. The yield is 0.190. (10) The reactants are ClCCC[N:5]1[C:9]2[CH:10]=[C:11]([O:14][CH3:15])[CH:12]=[CH:13][C:8]=2[N:7]=[N:6]1.[O:16]1[C:20]2[CH:21]=[CH:22][CH:23]=[CH:24][C:19]=2[C:18]([CH:25]2[CH2:30][CH2:29][NH:28][CH2:27][CH2:26]2)=[CH:17]1.[CH:31](N(C(C)C)CC)([CH3:33])[CH3:32].[I-].[K+]. The catalyst is C(#N)C. The yield is 0.681. The product is [O:14]([C:11]1[CH:12]=[C:13]([CH2:32][CH2:31][CH2:33][N:28]2[CH2:29][CH2:30][CH:25]([C:18]3[C:19]4[CH:24]=[CH:23][CH:22]=[CH:21][C:20]=4[O:16][CH:17]=3)[CH2:26][CH2:27]2)[C:8]2[N:7]=[N:6][NH:5][C:9]=2[CH:10]=1)[CH3:15].